From a dataset of Full USPTO retrosynthesis dataset with 1.9M reactions from patents (1976-2016). Predict the reactants needed to synthesize the given product. The reactants are: [OH:1][C@@H:2]([C@H:4]1[C:24](=[O:25])[N:6]2[C:7]([C:21]([O-:23])=[O:22])=[C:8]([S:11]/[CH:12]=[CH:13]\[C:14]3[S:18][CH:17]=[N:16][C:15]=3[CH2:19][OH:20])[C@H:9]([CH3:10])[C@H:5]12)[CH3:3].[Na+].[CH2:27]([O:31][C:32]([O:34][CH2:35]I)=[O:33])[CH2:28][CH2:29][CH3:30]. Given the product [OH:1][C@@H:2]([C@H:4]1[C:24](=[O:25])[N:6]2[C:7]([C:21]([O:23][CH2:35][O:34][C:32]([O:31][CH2:27][CH2:28][CH2:29][CH3:30])=[O:33])=[O:22])=[C:8]([S:11]/[CH:12]=[CH:13]\[C:14]3[S:18][CH:17]=[N:16][C:15]=3[CH2:19][OH:20])[C@H:9]([CH3:10])[C@H:5]12)[CH3:3], predict the reactants needed to synthesize it.